This data is from Catalyst prediction with 721,799 reactions and 888 catalyst types from USPTO. The task is: Predict which catalyst facilitates the given reaction. Reactant: [C:1]([C:3]1[C:4]([CH:19]([C:23]2[CH:28]=[CH:27][C:26]([Cl:29])=[C:25]([Cl:30])[CH:24]=2)[CH2:20][CH2:21][OH:22])=[C:5]([C:14]([O:16]CC)=[O:15])[S:6][C:7]=1[N:8]1[CH2:13][CH2:12][O:11][CH2:10][CH2:9]1)#[N:2].[H-].[Na+].CCOC(C)=O. Product: [C:1]([C:3]1[C:4]([CH:19]([C:23]2[CH:28]=[CH:27][C:26]([Cl:29])=[C:25]([Cl:30])[CH:24]=2)[CH2:20][CH2:21][OH:22])=[C:5]([C:14]([OH:16])=[O:15])[S:6][C:7]=1[N:8]1[CH2:9][CH2:10][O:11][CH2:12][CH2:13]1)#[N:2]. The catalyst class is: 334.